Predict the reaction yield, written as a fraction of the theoretical maximum amount of product (1.0 means a 100% yield; for example, 0.34 means a 34% yield). From a dataset of Reaction yield outcomes from USPTO patents with 853,638 reactions. (1) The reactants are Cl[C:2]1[CH:7]=[CH:6][N:5]=[C:4]2[CH:8]=[C:9]([C:11]3[O:15][N:14]=[C:13]([CH3:16])[N:12]=3)[S:10][C:3]=12.[NH2:17][C:18]1[CH:23]=[CH:22][C:21]([OH:24])=[C:20]([F:25])[CH:19]=1.C(=O)([O-])[O-].[Cs+].[Cs+].CN(C=O)C. The catalyst is C(Cl)(Cl)Cl. The product is [F:25][C:20]1[CH:19]=[C:18]([NH2:17])[CH:23]=[CH:22][C:21]=1[O:24][C:2]1[CH:7]=[CH:6][N:5]=[C:4]2[CH:8]=[C:9]([C:11]3[O:15][N:14]=[C:13]([CH3:16])[N:12]=3)[S:10][C:3]=12. The yield is 0.480. (2) The reactants are [Br:1][C:2]1[C:3]([O:11][CH2:12][CH2:13][O:14][CH3:15])=[N:4][CH:5]=[C:6]([N+:8]([O-])=O)[CH:7]=1.[Cl-].[NH4+]. The catalyst is C(OCC)(=O)C.O.[Zn]. The product is [Br:1][C:2]1[CH:7]=[C:6]([NH2:8])[CH:5]=[N:4][C:3]=1[O:11][CH2:12][CH2:13][O:14][CH3:15]. The yield is 0.900.